This data is from Forward reaction prediction with 1.9M reactions from USPTO patents (1976-2016). The task is: Predict the product of the given reaction. (1) Given the reactants [Br:1][C:2]1[CH:7]=[CH:6][C:5]([C:8]2[N:13]=[C:12]3[O:14][C:15]([C:20](=[O:25])[C:21]([CH3:24])([CH3:23])[CH3:22])=[C:16]([CH:17]=[N:18]O)[C:11]3=[CH:10][C:9]=2[C:26]2[CH:31]=[CH:30][C:29]([Cl:32])=[CH:28][CH:27]=2)=[C:4]([Cl:33])[CH:3]=1.C(NC(C)C)(C)C.C(Cl)(=O)C(Cl)=[O:43].[NH4+].[OH-], predict the reaction product. The product is: [Br:1][C:2]1[CH:7]=[CH:6][C:5]([C:8]2[N:13]=[C:12]3[O:14][C:15]([C:20](=[O:25])[C:21]([CH3:24])([CH3:23])[CH3:22])=[C:16]([C:17]([NH2:18])=[O:43])[C:11]3=[CH:10][C:9]=2[C:26]2[CH:31]=[CH:30][C:29]([Cl:32])=[CH:28][CH:27]=2)=[C:4]([Cl:33])[CH:3]=1. (2) The product is: [CH3:33][C:13]1[N:12]=[C:11]([O:7][C:1]2[CH:6]=[CH:5][CH:4]=[CH:3][CH:2]=2)[C:16]([N+:17]([O-:19])=[O:18])=[C:15]([NH:20][CH2:21][CH2:22][CH2:23][CH2:24][NH:25][C:26](=[O:32])[O:27][C:28]([CH3:30])([CH3:29])[CH3:31])[CH:14]=1. Given the reactants [C:1]1([OH:7])[CH:6]=[CH:5][CH:4]=[CH:3][CH:2]=1.[H-].[Na+].Cl[C:11]1[C:16]([N+:17]([O-:19])=[O:18])=[C:15]([NH:20][CH2:21][CH2:22][CH2:23][CH2:24][NH:25][C:26](=[O:32])[O:27][C:28]([CH3:31])([CH3:30])[CH3:29])[CH:14]=[C:13]([CH3:33])[N:12]=1, predict the reaction product. (3) Given the reactants [C:1]1([C:7]2[N:11]([CH3:12])[N:10]=[CH:9][CH:8]=2)[CH2:6][CH2:5][CH2:4][CH2:3][CH:2]=1.CS(N)(=O)=[O:15].C(O)(C)(C)C.[OH2:23], predict the reaction product. The product is: [CH3:12][N:11]1[C:7]([C@@:1]2([OH:15])[CH2:6][CH2:5][CH2:4][CH2:3][C@@H:2]2[OH:23])=[CH:8][CH:9]=[N:10]1. (4) Given the reactants [Cl:1][C:2]1[C:3]([F:45])=[C:4]([C@@H:8]2[C@:12]([C:15]3[CH:20]=[CH:19][C:18]([Cl:21])=[CH:17][C:16]=3[F:22])([C:13]#[N:14])[C@H:11]([CH2:23][C:24]([CH3:27])([CH3:26])[CH3:25])[NH:10][C@H:9]2[C:28]([NH:30][C:31]2[CH:39]=[CH:38][C:34]([C:35]([OH:37])=[O:36])=[CH:33][C:32]=2OC(F)(F)F)=[O:29])[CH:5]=[CH:6][CH:7]=1.[CH:46]1([CH:49]=O)[CH2:48][CH2:47]1.[CH3:51]C(O)=O.C(O[BH-](OC(=O)C)OC(=O)C)(=O)C.[Na+], predict the reaction product. The product is: [CH3:51][O:37][C:35](=[O:36])[C:34]1[CH:33]=[CH:32][C:31]([N:30]2[C:28](=[O:29])[C@H:9]3[C@H:8]([C:4]4[CH:5]=[CH:6][CH:7]=[C:2]([Cl:1])[C:3]=4[F:45])[C@:12]([C:15]4[CH:20]=[CH:19][C:18]([Cl:21])=[CH:17][C:16]=4[F:22])([C:13]#[N:14])[C@H:11]([CH2:23][C:24]([CH3:26])([CH3:25])[CH3:27])[N:10]3[C@@H:49]2[CH:46]2[CH2:47][CH2:48]2)=[CH:39][CH:38]=1. (5) Given the reactants [S:1]1[CH:5]=[CH:4][C:3]([C:6]([OH:8])=O)=[CH:2]1.[Li+].CC([N-]C(C)C)C.[CH:17](=O)[C:18]1[CH:23]=[CH:22][C:21]([O:24][CH3:25])=[CH:20][CH:19]=1.[O-][Mn](=O)(=O)=O.[K+].[NH2:33][NH2:34].O, predict the reaction product. The product is: [CH3:25][O:24][C:21]1[CH:22]=[CH:23][C:18]([C:17]2[C:2]3[S:1][CH:5]=[CH:4][C:3]=3[C:6](=[O:8])[NH:34][N:33]=2)=[CH:19][CH:20]=1.